This data is from Catalyst prediction with 721,799 reactions and 888 catalyst types from USPTO. The task is: Predict which catalyst facilitates the given reaction. (1) Reactant: [CH2:1]([C@:8]1([C:23]([NH:25][CH2:26][C:27]([C:29]2[CH:34]=[C:33]([O:35][CH3:36])[CH:32]=[C:31]([O:37][CH3:38])[CH:30]=2)=O)=O)[O:12][C:11](=[O:13])[N:10]([C@@H:14]([C:16]2[CH:21]=[CH:20][CH:19]=[CH:18][CH:17]=2)[CH3:15])[C:9]1=[O:22])[C:2]1[CH:7]=[CH:6][CH:5]=[CH:4][CH:3]=1.C([O-])(=O)C.[NH4+:43]. Product: [CH2:1]([C@:8]1([C:23]2[NH:25][CH:26]=[C:27]([C:29]3[CH:34]=[C:33]([O:35][CH3:36])[CH:32]=[C:31]([O:37][CH3:38])[CH:30]=3)[N:43]=2)[O:12][C:11](=[O:13])[N:10]([C@@H:14]([C:16]2[CH:21]=[CH:20][CH:19]=[CH:18][CH:17]=2)[CH3:15])[C:9]1=[O:22])[C:2]1[CH:3]=[CH:4][CH:5]=[CH:6][CH:7]=1. The catalyst class is: 15. (2) Reactant: [Cl:1][C:2]1[CH:3]=[C:4]([C:10]2([C:27]([F:30])([F:29])[F:28])[O:14][N:13]=[C:12]([C:15]3[N:16]4[C:20]([C:21]([C:24](O)=[O:25])=[CH:22][CH:23]=3)=[CH:19][CH:18]=[CH:17]4)[CH2:11]2)[CH:5]=[C:6]([Cl:9])[C:7]=1[Cl:8].CCN(C(C)C)C(C)C.CN(C(ON1N=NC2C=CC=NC1=2)=[N+](C)C)C.F[P-](F)(F)(F)(F)F.Cl.[NH2:65][CH2:66][C:67]1[CH:68]=[CH:69][C:70]2[C:74]3([CH2:78][CH2:77][CH2:76][CH2:75]3)[O:73][B:72]([OH:79])[C:71]=2[CH:80]=1. Product: [OH:79][B:72]1[C:71]2[CH:80]=[C:67]([CH2:66][NH:65][C:24]([C:21]3[C:20]4[N:16]([CH:17]=[CH:18][CH:19]=4)[C:15]([C:12]4[CH2:11][C:10]([C:4]5[CH:3]=[C:2]([Cl:1])[C:7]([Cl:8])=[C:6]([Cl:9])[CH:5]=5)([C:27]([F:28])([F:29])[F:30])[O:14][N:13]=4)=[CH:23][CH:22]=3)=[O:25])[CH:68]=[CH:69][C:70]=2[C:74]2([CH2:75][CH2:76][CH2:77][CH2:78]2)[O:73]1. The catalyst class is: 3. (3) Reactant: Br[CH2:2][C:3]1[CH:4]=[C:5]([S:9]([N:12]2[CH2:17][CH2:16][N:15]([C:18]3[CH:23]=[CH:22][C:21]([C:24]([F:27])([F:26])[F:25])=[CH:20][CH:19]=3)[CH2:14][CH2:13]2)(=[O:11])=[O:10])[CH:6]=[CH:7][CH:8]=1.[CH3:28][O:29][C:30](=[O:33])[CH2:31][OH:32].[H-].[Na+]. Product: [CH3:28][O:29][C:30](=[O:33])[CH2:31][O:32][CH2:2][C:3]1[CH:8]=[CH:7][CH:6]=[C:5]([S:9]([N:12]2[CH2:17][CH2:16][N:15]([C:18]3[CH:23]=[CH:22][C:21]([C:24]([F:27])([F:26])[F:25])=[CH:20][CH:19]=3)[CH2:14][CH2:13]2)(=[O:11])=[O:10])[CH:4]=1. The catalyst class is: 56. (4) Reactant: [CH3:1][C:2]1[CH:9]=[C:8]([CH3:10])[CH:7]=[CH:6][C:3]=1[CH:4]=O.Cl.[NH2:12][OH:13].N1C=CC=CC=1. Product: [CH3:1][C:2]1[CH:9]=[C:8]([CH3:10])[CH:7]=[CH:6][C:3]=1[CH:4]=[N:12][OH:13]. The catalyst class is: 5. (5) Reactant: [S:1]1[CH:5]=[CH:4][C:3]([CH:6]=[O:7])=[CH:2]1.[CH2:8](O)[CH2:9][OH:10].O.C1(C)C=CC(S(O)(=O)=O)=CC=1. Product: [O:7]1[CH2:8][CH2:9][O:10][CH:6]1[C:3]1[CH:4]=[CH:5][S:1][CH:2]=1. The catalyst class is: 48. (6) Reactant: Cl[C:2]1[C:11]2[C:6](=[CH:7][CH:8]=[CH:9][CH:10]=2)[N:5]=[C:4]([C:12]([C:14]2[CH:19]=[CH:18][C:17]([F:20])=[CH:16][CH:15]=2)=[O:13])[N:3]=1.[NH2:21][C:22]1[CH:26]=[C:25]([C:27]#[N:28])[NH:24][N:23]=1.CO. Product: [F:20][C:17]1[CH:18]=[CH:19][C:14]([C:12]([C:4]2[N:3]=[C:2]([NH:21][C:22]3[CH:26]=[C:25]([C:27]#[N:28])[NH:24][N:23]=3)[C:11]3[C:6](=[CH:7][CH:8]=[CH:9][CH:10]=3)[N:5]=2)=[O:13])=[CH:15][CH:16]=1. The catalyst class is: 3. (7) Reactant: Cl.Cl.[NH:3]1[CH2:7][CH2:6][C@@H:5]([NH:8][C:9]([C:11]2[CH:31]=[CH:30][C:14]3[N:15]([CH3:29])[C:16]([NH:18][C:19]4[S:20][C:21]5[CH:27]=[C:26]([Cl:28])[CH:25]=[CH:24][C:22]=5[N:23]=4)=[N:17][C:13]=3[CH:12]=2)=[O:10])[CH2:4]1.C=O.[BH-](OC(C)=O)(OC(C)=O)O[C:36](C)=O.[Na+]. Product: [CH3:36][N:3]1[CH2:7][CH2:6][C@@H:5]([NH:8][C:9]([C:11]2[CH:31]=[CH:30][C:14]3[N:15]([CH3:29])[C:16]([NH:18][C:19]4[S:20][C:21]5[CH:27]=[C:26]([Cl:28])[CH:25]=[CH:24][C:22]=5[N:23]=4)=[N:17][C:13]=3[CH:12]=2)=[O:10])[CH2:4]1. The catalyst class is: 2. (8) Reactant: [OH:1][C:2]1[C:7]2[CH:8]=[CH:9][S:10][C:6]=2[C:5]([CH:11]=O)=[CH:4][CH:3]=1.C1(P(=[CH:32][C:33]([O:35][CH2:36][CH3:37])=[O:34])(C2C=CC=CC=2)C2C=CC=CC=2)C=CC=CC=1. Product: [OH:1][C:2]1[C:7]2[CH:8]=[CH:9][S:10][C:6]=2[C:5](/[CH:11]=[CH:32]/[C:33]([O:35][CH2:36][CH3:37])=[O:34])=[CH:4][CH:3]=1. The catalyst class is: 11.